Dataset: Catalyst prediction with 721,799 reactions and 888 catalyst types from USPTO. Task: Predict which catalyst facilitates the given reaction. (1) Reactant: [Cl:1][C:2]1[CH:3]=[C:4]2[C:8](=[CH:9][CH:10]=1)[NH:7][CH:6]=[C:5]2[CH2:11][CH2:12][NH:13][C:14](=[O:22])[C:15]1[CH:20]=[CH:19][C:18](I)=[CH:17][CH:16]=1.[OH:23][C:24]1[CH:29]=[CH:28][C:27](B(O)O)=[CH:26][CH:25]=1.C(=O)([O-])[O-].[Na+].[Na+]. Product: [Cl:1][C:2]1[CH:3]=[C:4]2[C:8](=[CH:9][CH:10]=1)[NH:7][CH:6]=[C:5]2[CH2:11][CH2:12][NH:13][C:14]([C:15]1[CH:20]=[CH:19][C:18]([C:27]2[CH:28]=[CH:29][C:24]([OH:23])=[CH:25][CH:26]=2)=[CH:17][CH:16]=1)=[O:22]. The catalyst class is: 437. (2) Reactant: [Cl:1][C:2]1[CH:7]=[C:6]([O:8][CH3:9])[CH:5]=[CH:4][C:3]=1[OH:10].C([O-])([O-])=O.[K+].[K+].Br[C:18]1[S:19][CH:20]=[CH:21][N:22]=1.O. Product: [Cl:1][C:2]1[CH:7]=[C:6]([O:8][CH3:9])[CH:5]=[CH:4][C:3]=1[O:10][C:18]1[S:19][CH:20]=[CH:21][N:22]=1. The catalyst class is: 9.